Dataset: Reaction yield outcomes from USPTO patents with 853,638 reactions. Task: Predict the reaction yield, written as a fraction of the theoretical maximum amount of product (1.0 means a 100% yield; for example, 0.34 means a 34% yield). (1) The reactants are [CH:1]1([O:8][C:9]2[CH:16]=[CH:15][C:12]([CH2:13][NH2:14])=[CH:11][CH:10]=2)[CH2:7][CH2:6][CH2:5][CH2:4][CH2:3][CH2:2]1.[Cl:17][C:18]1[CH:34]=[CH:33][C:21]2[CH2:22][CH2:23][N:24]([C:27](=[O:32])[C:28]([F:31])([F:30])[F:29])[CH2:25][CH2:26][C:20]=2[C:19]=1OS(C(F)(F)F)(=O)=O.C1C=CC(P(C2C(C3C(P(C4C=CC=CC=4)C4C=CC=CC=4)=CC=C4C=3C=CC=C4)=C3C(C=CC=C3)=CC=2)C2C=CC=CC=2)=CC=1.C(=O)([O-])[O-].[Cs+].[Cs+]. The catalyst is CCOC(C)=O.C([O-])(=O)C.[Pd+2].C([O-])(=O)C.C1(C)C=CC=CC=1. The product is [Cl:17][C:18]1[CH:34]=[CH:33][C:21]2[CH2:22][CH2:23][N:24]([C:27](=[O:32])[C:28]([F:29])([F:31])[F:30])[CH2:25][CH2:26][C:20]=2[C:19]=1[NH:14][CH2:13][C:12]1[CH:11]=[CH:10][C:9]([O:8][CH:1]2[CH2:7][CH2:6][CH2:5][CH2:4][CH2:3][CH2:2]2)=[CH:16][CH:15]=1. The yield is 0.610. (2) The reactants are Br[C:2]1[CH:3]=[CH:4][C:5]2[NH:6][C:7]3[C:12]([C:13]=2[CH:14]=1)=[CH:11][C:10](Br)=[CH:9][CH:8]=3.C1[C:24]2[C:23]3[CH:25]=[CH:26][CH:27]=[CH:28][C:22]=3[S:21][C:20]=2C(B(O)O)=CC=1.C(=O)([O-])[O-].[K+].[K+].O1[CH2:42][CH2:41][CH2:40][CH2:39]1. The catalyst is O.C1(C)C=CC=CC=1. The product is [S:21]1[C:20]2[CH:24]=[CH:23][CH:22]=[C:42]([C:2]3[CH:3]=[CH:4][C:5]4[NH:6][C:7]5[C:12]([C:13]=4[CH:14]=3)=[CH:11][C:10]([C:25]3[C:23]4[CH:24]=[CH:20][S:21][C:22]=4[CH:28]=[CH:27][CH:26]=3)=[CH:9][CH:8]=5)[C:41]=2[CH:40]=[CH:39]1. The yield is 0.870. (3) The reactants are Cl[S:2]([N:5]=[C:6]=[O:7])(=[O:4])=[O:3].[C:8]([OH:12])([CH3:11])([CH3:10])[CH3:9].Cl.[CH2:14]([O:16][C:17](=[O:20])[CH2:18][NH2:19])[CH3:15].C(N(CC)CC)C. The catalyst is ClCCl. The product is [C:8]([O:12][C:6]([NH:5][S:2]([NH:19][CH2:18][C:17]([O:16][CH2:14][CH3:15])=[O:20])(=[O:4])=[O:3])=[O:7])([CH3:11])([CH3:10])[CH3:9]. The yield is 0.814. (4) The reactants are [F:1][C:2]([F:12])([F:11])[C:3]1([CH2:6][CH2:7][C:8]([NH2:10])=[O:9])[CH2:5][CH2:4]1.C(Cl)(=O)[C:14](Cl)=[O:15].[CH3:19][N:20]1[CH:24]=[C:23]([C:25]2[CH:30]=[C:29]([O:31][C:32]3[CH:33]=[CH:34][C:35]([NH2:38])=[N:36][CH:37]=3)[CH:28]=[CH:27][N:26]=2)[CH:22]=[N:21]1.N1C=CC=CC=1. The catalyst is ClCCCl.C1COCC1. The product is [CH3:19][N:20]1[CH:24]=[C:23]([C:25]2[CH:30]=[C:29]([O:31][C:32]3[CH:33]=[CH:34][C:35]([NH:38][C:14]([NH:10][C:8](=[O:9])[CH2:7][CH2:6][C:3]4([C:2]([F:11])([F:12])[F:1])[CH2:5][CH2:4]4)=[O:15])=[N:36][CH:37]=3)[CH:28]=[CH:27][N:26]=2)[CH:22]=[N:21]1. The yield is 0.550. (5) The reactants are Br[C:2]1[N:3]=[C:4]2[C:10]([C:11]3([C:16]([CH3:19])([CH3:18])[CH3:17])[O:15][CH2:14][CH2:13][O:12]3)=[CH:9][NH:8][C:5]2=[N:6][CH:7]=1.[H-].[Na+].C([Li])CCC.[CH:27](=[O:29])[CH3:28].[Cl-].[NH4+]. The catalyst is O1CCCC1.C(OCC)(=O)C.O. The product is [C:16]([C:11]1([C:10]2[C:4]3[C:5](=[N:6][CH:7]=[C:2]([CH:27]([OH:29])[CH3:28])[N:3]=3)[NH:8][CH:9]=2)[O:15][CH2:14][CH2:13][O:12]1)([CH3:19])([CH3:18])[CH3:17]. The yield is 0.610. (6) The reactants are Cl.Cl[C:3]1[NH:7][C:6]2[CH:8]=[C:9]([CH3:13])[C:10]([Cl:12])=[CH:11][C:5]=2[N:4]=1.C(N(CC)C(C)C)(C)C.[NH:23]1[CH2:28][CH2:27][CH:26]([C:29]([O:31][CH2:32][CH3:33])=[O:30])[CH2:25][CH2:24]1. The catalyst is O1CCOCC1. The product is [Cl:12][C:10]1[C:9]([CH3:13])=[CH:8][C:6]2[NH:7][C:3]([N:23]3[CH2:28][CH2:27][CH:26]([C:29]([O:31][CH2:32][CH3:33])=[O:30])[CH2:25][CH2:24]3)=[N:4][C:5]=2[CH:11]=1. The yield is 0.620. (7) The reactants are [CH:1]1([CH2:4][O:5][C:6]2[N:11]=[C:10]([C:12]([OH:14])=O)[CH:9]=[CH:8][C:7]=2[N:15]2[CH2:18][C:17]([F:20])([F:19])[CH2:16]2)[CH2:3][CH2:2]1.Cl.[F:22][C:23]([F:30])([F:29])[C:24]1([OH:28])[CH2:27][NH:26][CH2:25]1. No catalyst specified. The product is [CH:1]1([CH2:4][O:5][C:6]2[N:11]=[C:10]([C:12]([N:26]3[CH2:27][C:24]([OH:28])([C:23]([F:30])([F:29])[F:22])[CH2:25]3)=[O:14])[CH:9]=[CH:8][C:7]=2[N:15]2[CH2:18][C:17]([F:20])([F:19])[CH2:16]2)[CH2:2][CH2:3]1. The yield is 0.560.